Task: Predict the reaction yield, written as a fraction of the theoretical maximum amount of product (1.0 means a 100% yield; for example, 0.34 means a 34% yield).. Dataset: Reaction yield outcomes from USPTO patents with 853,638 reactions (1) The reactants are [CH3:1][C:2]1[C:6]2[C:7](=[O:19])[N:8]([CH2:11][CH2:12][N:13]3[CH2:18][CH2:17][O:16][CH2:15][CH2:14]3)[CH2:9][CH2:10][C:5]=2[NH:4][C:3]=1[CH:20]=O.[F:22][C:23]1[CH:24]=[C:25]2[C:29](=[CH:30][C:31]=1[NH:32][C:33](=[O:35])[CH3:34])[NH:28][C:27](=[O:36])[CH2:26]2. No catalyst specified. The product is [F:22][C:23]1[CH:24]=[C:25]2[C:29](=[CH:30][C:31]=1[NH:32][C:33](=[O:35])[CH3:34])[NH:28][C:27](=[O:36])[C:26]2=[CH:20][C:3]1[NH:4][C:5]2[CH2:10][CH2:9][N:8]([CH2:11][CH2:12][N:13]3[CH2:14][CH2:15][O:16][CH2:17][CH2:18]3)[C:7](=[O:19])[C:6]=2[C:2]=1[CH3:1]. The yield is 0.393. (2) The reactants are [C:1]1(=[O:11])[C:9]2[C:4](=[CH:5][CH:6]=[CH:7][CH:8]=2)[C:3](=[O:10])[CH2:2]1.[Cl:12][C:13]1[CH:14]=[C:15]([CH:18]=[CH:19][C:20]=1[Cl:21])[CH:16]=O. The catalyst is CCO.N1CCCCC1. The product is [Cl:12][C:13]1[CH:14]=[C:15]([CH:18]=[CH:19][C:20]=1[Cl:21])[CH:16]=[C:2]1[C:1](=[O:11])[C:9]2[C:4](=[CH:5][CH:6]=[CH:7][CH:8]=2)[C:3]1=[O:10]. The yield is 0.820. (3) The reactants are Br[C:2]1[CH:7]=[C:6]([O:8][CH:9]([F:11])[F:10])[CH:5]=[CH:4][C:3]=1[F:12].[B:13]1([B:13]2[O:17][C:16]([CH3:19])([CH3:18])[C:15]([CH3:21])([CH3:20])[O:14]2)[O:17][C:16]([CH3:19])([CH3:18])[C:15]([CH3:21])([CH3:20])[O:14]1.C([O-])(=O)C.[K+]. The product is [F:10][CH:9]([F:11])[O:8][C:6]1[CH:5]=[CH:4][C:3]([F:12])=[C:2]([B:13]2[O:17][C:16]([CH3:19])([CH3:18])[C:15]([CH3:21])([CH3:20])[O:14]2)[CH:7]=1. The catalyst is CS(C)=O.[Pd](Cl)Cl.C1(P(C2C=CC=CC=2)[C-]2C=CC=C2)C=CC=CC=1.[C-]1(P(C2C=CC=CC=2)C2C=CC=CC=2)C=CC=C1.[Fe+2]. The yield is 0.458. (4) The reactants are [Cl:1][C:2]1[S:6][C:5]([C:7]([O:9][CH3:10])=[O:8])=[CH:4][C:3]=1[C:11]1[N:15]([CH2:16][CH3:17])[N:14]=[CH:13][CH:12]=1.C1C(=O)N([Cl:25])C(=O)C1. The catalyst is C1COCC1. The product is [Cl:1][C:2]1[S:6][C:5]([C:7]([O:9][CH3:10])=[O:8])=[CH:4][C:3]=1[C:11]1[N:15]([CH2:16][CH3:17])[N:14]=[CH:13][C:12]=1[Cl:25]. The yield is 0.740.